This data is from Reaction yield outcomes from USPTO patents with 853,638 reactions. The task is: Predict the reaction yield, written as a fraction of the theoretical maximum amount of product (1.0 means a 100% yield; for example, 0.34 means a 34% yield). (1) The catalyst is C(Cl)Cl.CCOC(C)=O.[I-].C([N+](CCCC)(CCCC)CCCC)CCC.O.CN(C=O)C.C1COCC1. The product is [P:40]([O:32][CH2:33][N:12]1[CH:13]=[CH:14][C:9]([NH:8][C:6](=[O:7])[C:5]2[CH:16]=[C:17]([Cl:18])[C:2]([Cl:1])=[CH:3][C:4]=2[O:19][C:20]2[CH:25]=[CH:24][C:23]([F:26])=[CH:22][C:21]=2[O:27][CH3:28])=[CH:10][C:11]1=[O:15])([O:39][C:35]([CH3:38])([CH3:37])[CH3:36])([O:42][C:43]([CH3:44])([CH3:45])[CH3:46])=[O:41]. The yield is 0.260. The reactants are [Cl:1][C:2]1[C:17]([Cl:18])=[CH:16][C:5]([C:6]([NH:8][C:9]2[CH:14]=[CH:13][NH:12][C:11](=[O:15])[CH:10]=2)=[O:7])=[C:4]([O:19][C:20]2[CH:25]=[CH:24][C:23]([F:26])=[CH:22][C:21]=2[O:27][CH3:28])[CH:3]=1.ClC([O:32][CH2:33]Cl)=O.[C:35]([O:39][P:40](O[K])([O:42][C:43]([CH3:46])([CH3:45])[CH3:44])=[O:41])([CH3:38])([CH3:37])[CH3:36]. (2) The reactants are Cl.[CH3:2][S:3]([C:6]1[CH:11]=[CH:10][C:9]([C:12]2[CH:17]=[CH:16][C:15]([O:18][CH2:19][CH:20]3[CH2:25][CH2:24][NH:23][CH2:22][CH2:21]3)=[CH:14][CH:13]=2)=[CH:8][CH:7]=1)(=[O:5])=[O:4].Cl[C:27]1[N:32]=[CH:31][C:30]([CH2:33][CH3:34])=[CH:29][N:28]=1.C(N(C(C)C)CC)(C)C. The catalyst is CN1C(=O)CCC1.CCOC(C)=O. The product is [CH2:33]([C:30]1[CH:29]=[N:28][C:27]([N:23]2[CH2:24][CH2:25][CH:20]([CH2:19][O:18][C:15]3[CH:16]=[CH:17][C:12]([C:9]4[CH:8]=[CH:7][C:6]([S:3]([CH3:2])(=[O:5])=[O:4])=[CH:11][CH:10]=4)=[CH:13][CH:14]=3)[CH2:21][CH2:22]2)=[N:32][CH:31]=1)[CH3:34]. The yield is 0.340. (3) The reactants are [S:1]1[CH:5]=[CH:4][C:3]([N:6]2[C:14]3[C:9](=[CH:10][CH:11]=[CH:12][CH:13]=3)[C:8](=O)[C:7]2=[O:16])=[CH:2]1.[F:17][C:18]([F:27])([F:26])[C:19]1[CH:20]=[C:21]([CH:23]=[CH:24][CH:25]=1)[NH2:22]. No catalyst specified. The product is [S:1]1[CH:5]=[CH:4][C:3]([N:6]2[C:14]3[C:9](=[CH:10][CH:11]=[CH:12][CH:13]=3)[C:8](=[N:22][C:21]3[CH:23]=[CH:24][CH:25]=[C:19]([C:18]([F:17])([F:26])[F:27])[CH:20]=3)[C:7]2=[O:16])=[CH:2]1. The yield is 0.220.